From a dataset of NCI-60 drug combinations with 297,098 pairs across 59 cell lines. Regression. Given two drug SMILES strings and cell line genomic features, predict the synergy score measuring deviation from expected non-interaction effect. (1) Drug 1: C1=CC(=CC=C1CC(C(=O)O)N)N(CCCl)CCCl.Cl. Drug 2: CC(C)CN1C=NC2=C1C3=CC=CC=C3N=C2N. Cell line: SF-268. Synergy scores: CSS=21.2, Synergy_ZIP=-3.65, Synergy_Bliss=5.31, Synergy_Loewe=-0.655, Synergy_HSA=0.675. (2) Drug 1: C1CC(=O)NC(=O)C1N2CC3=C(C2=O)C=CC=C3N. Drug 2: CC1C(C(CC(O1)OC2CC(CC3=C2C(=C4C(=C3O)C(=O)C5=C(C4=O)C(=CC=C5)OC)O)(C(=O)CO)O)N)O.Cl. Cell line: M14. Synergy scores: CSS=45.8, Synergy_ZIP=-0.845, Synergy_Bliss=0.00993, Synergy_Loewe=-14.5, Synergy_HSA=-0.0573. (3) Drug 1: CC1=C(C(=CC=C1)Cl)NC(=O)C2=CN=C(S2)NC3=CC(=NC(=N3)C)N4CCN(CC4)CCO. Drug 2: C1CCC(C(C1)[NH-])[NH-].C(=O)(C(=O)[O-])[O-].[Pt+4]. Cell line: NCIH23. Synergy scores: CSS=37.2, Synergy_ZIP=-10.3, Synergy_Bliss=-11.7, Synergy_Loewe=-5.11, Synergy_HSA=-3.65. (4) Drug 1: C1=NC2=C(N=C(N=C2N1C3C(C(C(O3)CO)O)O)F)N. Drug 2: C1=CN(C=N1)CC(O)(P(=O)(O)O)P(=O)(O)O. Cell line: SNB-75. Synergy scores: CSS=0.708, Synergy_ZIP=-0.358, Synergy_Bliss=-1.13, Synergy_Loewe=-2.72, Synergy_HSA=-2.74. (5) Drug 1: C1=CC(=CC=C1CCC2=CNC3=C2C(=O)NC(=N3)N)C(=O)NC(CCC(=O)O)C(=O)O. Drug 2: CCCCCOC(=O)NC1=NC(=O)N(C=C1F)C2C(C(C(O2)C)O)O. Cell line: SN12C. Synergy scores: CSS=16.4, Synergy_ZIP=-6.56, Synergy_Bliss=-7.73, Synergy_Loewe=-25.0, Synergy_HSA=-6.16. (6) Drug 1: COC1=CC(=CC(=C1O)OC)C2C3C(COC3=O)C(C4=CC5=C(C=C24)OCO5)OC6C(C(C7C(O6)COC(O7)C8=CC=CS8)O)O. Drug 2: CC1C(C(CC(O1)OC2CC(CC3=C2C(=C4C(=C3O)C(=O)C5=CC=CC=C5C4=O)O)(C(=O)C)O)N)O. Cell line: OVCAR-8. Synergy scores: CSS=43.2, Synergy_ZIP=-8.60, Synergy_Bliss=-6.42, Synergy_Loewe=-3.70, Synergy_HSA=-1.78. (7) Cell line: NCI-H226. Drug 2: CCCS(=O)(=O)NC1=C(C(=C(C=C1)F)C(=O)C2=CNC3=C2C=C(C=N3)C4=CC=C(C=C4)Cl)F. Drug 1: CC1=C2C(C(=O)C3(C(CC4C(C3C(C(C2(C)C)(CC1OC(=O)C(C(C5=CC=CC=C5)NC(=O)OC(C)(C)C)O)O)OC(=O)C6=CC=CC=C6)(CO4)OC(=O)C)OC)C)OC. Synergy scores: CSS=45.3, Synergy_ZIP=11.0, Synergy_Bliss=10.3, Synergy_Loewe=-0.511, Synergy_HSA=8.88. (8) Drug 1: CC1CCCC2(C(O2)CC(NC(=O)CC(C(C(=O)C(C1O)C)(C)C)O)C(=CC3=CSC(=N3)C)C)C. Drug 2: CC12CCC3C(C1CCC2OP(=O)(O)O)CCC4=C3C=CC(=C4)OC(=O)N(CCCl)CCCl.[Na+]. Cell line: NCI-H460. Synergy scores: CSS=63.6, Synergy_ZIP=-2.41, Synergy_Bliss=-11.4, Synergy_Loewe=-37.4, Synergy_HSA=-14.3. (9) Drug 1: CCCCC(=O)OCC(=O)C1(CC(C2=C(C1)C(=C3C(=C2O)C(=O)C4=C(C3=O)C=CC=C4OC)O)OC5CC(C(C(O5)C)O)NC(=O)C(F)(F)F)O. Drug 2: CC12CCC3C(C1CCC2O)C(CC4=C3C=CC(=C4)O)CCCCCCCCCS(=O)CCCC(C(F)(F)F)(F)F. Cell line: SNB-75. Synergy scores: CSS=62.0, Synergy_ZIP=-1.02, Synergy_Bliss=-3.36, Synergy_Loewe=-10.8, Synergy_HSA=-3.90.